Dataset: Retrosynthesis with 50K atom-mapped reactions and 10 reaction types from USPTO. Task: Predict the reactants needed to synthesize the given product. (1) Given the product CC(C)N1C(=O)c2ccc(N)cc2C1=O, predict the reactants needed to synthesize it. The reactants are: CC(C)N1C(=O)c2ccc([N+](=O)[O-])cc2C1=O. (2) Given the product Cc1oc2ccc(CN(C)C)cc2c1CC(N)=O, predict the reactants needed to synthesize it. The reactants are: CCOC(=O)Cc1c(C)oc2ccc(CN(C)C)cc12.N. (3) Given the product N[C@@H]1CC[C@@H](c2cccc(F)c2F)CN(Cc2ccccn2)C1=O, predict the reactants needed to synthesize it. The reactants are: CC(C)(C)OC(=O)N[C@@H]1CC[C@@H](c2cccc(F)c2F)CN(Cc2ccccn2)C1=O. (4) Given the product N#Cc1cccc(-c2ccncc2C(O)c2ccccc2)c1, predict the reactants needed to synthesize it. The reactants are: N#Cc1cccc(-c2ccncc2C=O)c1.[Mg+]c1ccccc1. (5) Given the product COCCN(C(C)=O)C1=CC(=O)c2sc(C(=O)OC)cc2C1=O, predict the reactants needed to synthesize it. The reactants are: CC(=O)OC(C)=O.COCCNC1=CC(=O)c2sc(C(=O)OC)cc2C1=O.